From a dataset of Reaction yield outcomes from USPTO patents with 853,638 reactions. Predict the reaction yield, written as a fraction of the theoretical maximum amount of product (1.0 means a 100% yield; for example, 0.34 means a 34% yield). The product is [F:1][C:2]1[CH:3]=[CH:4][C:5]2[N:9]=[C:8]([CH:10]([NH:12][C:21]3[N:29]=[CH:28][N:27]=[C:26]4[C:22]=3[N:23]=[CH:24][NH:25]4)[CH3:11])[N:7]([C:13]3[CH:18]=[CH:17][N:16]=[CH:15][CH:14]=3)[C:6]=2[CH:19]=1. The reactants are [F:1][C:2]1[CH:3]=[CH:4][C:5]2[N:9]=[C:8]([CH:10]([NH2:12])[CH3:11])[N:7]([C:13]3[CH:18]=[CH:17][N:16]=[CH:15][CH:14]=3)[C:6]=2[CH:19]=1.Cl[C:21]1[N:29]=[CH:28][N:27]=[C:26]2[C:22]=1[N:23]=[CH:24][N:25]2C1CCCCO1.CCN(C(C)C)C(C)C. The yield is 0.140. The catalyst is C(O)CCC.CO.